Task: Regression. Given two drug SMILES strings and cell line genomic features, predict the synergy score measuring deviation from expected non-interaction effect.. Dataset: NCI-60 drug combinations with 297,098 pairs across 59 cell lines (1) Drug 1: C1C(C(OC1N2C=C(C(=O)NC2=O)F)CO)O. Drug 2: CC1=C(C(CCC1)(C)C)C=CC(=CC=CC(=CC(=O)O)C)C. Cell line: ACHN. Synergy scores: CSS=22.9, Synergy_ZIP=-8.40, Synergy_Bliss=-0.466, Synergy_Loewe=-12.4, Synergy_HSA=3.82. (2) Drug 1: CC1C(C(CC(O1)OC2CC(CC3=C2C(=C4C(=C3O)C(=O)C5=C(C4=O)C(=CC=C5)OC)O)(C(=O)C)O)N)O.Cl. Drug 2: C1=CC(=CC=C1C#N)C(C2=CC=C(C=C2)C#N)N3C=NC=N3. Cell line: RPMI-8226. Synergy scores: CSS=10.5, Synergy_ZIP=1.44, Synergy_Bliss=2.68, Synergy_Loewe=-34.4, Synergy_HSA=-0.159. (3) Cell line: SW-620. Synergy scores: CSS=65.1, Synergy_ZIP=5.17, Synergy_Bliss=7.15, Synergy_Loewe=5.00, Synergy_HSA=9.83. Drug 1: C1CC(CCC1OC2=C(C(=CC=C2)Cl)F)(CC3=NC(=CC=C3)NC4=NC=CS4)C(=O)O. Drug 2: CNC(=O)C1=NC=CC(=C1)OC2=CC=C(C=C2)NC(=O)NC3=CC(=C(C=C3)Cl)C(F)(F)F. (4) Drug 1: C1CC(=O)NC(=O)C1N2CC3=C(C2=O)C=CC=C3N. Drug 2: CC1=C(C(CCC1)(C)C)C=CC(=CC=CC(=CC(=O)O)C)C. Cell line: NCI-H522. Synergy scores: CSS=6.46, Synergy_ZIP=-2.96, Synergy_Bliss=-4.02, Synergy_Loewe=-1.75, Synergy_HSA=-2.01.